This data is from Forward reaction prediction with 1.9M reactions from USPTO patents (1976-2016). The task is: Predict the product of the given reaction. Given the reactants C[O:2][C:3](=[O:23])[C@@H:4]([OH:22])[C@H:5]([NH:14][C:15]([O:17][C:18]([CH3:21])([CH3:20])[CH3:19])=[O:16])[CH2:6][C:7]1[CH:12]=[CH:11][CH:10]=[C:9]([F:13])[CH:8]=1.[OH-].[Na+].CO, predict the reaction product. The product is: [C:18]([O:17][C:15]([NH:14][C@H:5]([CH2:6][C:7]1[CH:12]=[CH:11][CH:10]=[C:9]([F:13])[CH:8]=1)[C@H:4]([OH:22])[C:3]([OH:23])=[O:2])=[O:16])([CH3:21])([CH3:19])[CH3:20].